From a dataset of Reaction yield outcomes from USPTO patents with 853,638 reactions. Predict the reaction yield, written as a fraction of the theoretical maximum amount of product (1.0 means a 100% yield; for example, 0.34 means a 34% yield). (1) The reactants are [CH3:1][O:2][C:3](=[O:22])[C:4]1[CH:18]=[C:17]([N+:19]([O-])=O)[CH:16]=[C:6]([C:7]([N:9]([CH2:13][CH2:14][CH3:15])[CH2:10][CH2:11][CH3:12])=[O:8])[CH:5]=1.CCO. The catalyst is [Pd].O. The product is [CH3:1][O:2][C:3](=[O:22])[C:4]1[CH:18]=[C:17]([NH2:19])[CH:16]=[C:6]([C:7]([N:9]([CH2:10][CH2:11][CH3:12])[CH2:13][CH2:14][CH3:15])=[O:8])[CH:5]=1. The yield is 0.880. (2) The reactants are C([O:4][CH2:5][C@:6]1([CH3:42])[C@@H:11]([O:12]C(=O)C)[C@H:10]([O:16]C(=O)C)[C@H:9]([O:20]C(=O)C)[C@@H:8]([O:24][C:25]2[CH:30]=[CH:29][C:28]([C:31]3[CH:36]=[CH:35][CH:34]=[C:33]([C:37](=[O:40])[NH:38][CH3:39])[CH:32]=3)=[CH:27][C:26]=2[CH3:41])[O:7]1)(=O)C.C[O-].[Na+]. The catalyst is CO. The product is [CH3:39][NH:38][C:37](=[O:40])[C:33]1[CH:34]=[CH:35][CH:36]=[C:31]([C:28]2[CH:29]=[CH:30][C:25]([O:24][C@@H:8]3[C@@H:9]([OH:20])[C@@H:10]([OH:16])[C@H:11]([OH:12])[C@:6]([CH2:5][OH:4])([CH3:42])[O:7]3)=[C:26]([CH3:41])[CH:27]=2)[CH:32]=1. The yield is 0.710. (3) The yield is 0.860. The product is [CH3:1][O:2][C:3]1[CH:10]=[C:9]([N+:11]([O-:13])=[O:12])[CH:8]=[CH:7][C:4]=1[C:5]1[O:6][CH:26]=[N:25][CH:24]=1. The reactants are [CH3:1][O:2][C:3]1[CH:10]=[C:9]([N+:11]([O-:13])=[O:12])[CH:8]=[CH:7][C:4]=1[CH:5]=[O:6].CC1C=CC(S([CH2:24][N+:25]#[C-:26])(=O)=O)=CC=1.C(=O)([O-])[O-].[K+].[K+].C([O-])(O)=O.[Na+]. The catalyst is CO. (4) The reactants are [CH:1]12[O:8][CH:5]([CH2:6][CH2:7]1)[CH2:4][N:3]([C:9]1[N:14]=[C:13](Cl)[N:12]=[C:11]([C:16]3[CH:21]=[CH:20][C:19]([NH:22][C:23]([NH:25][CH3:26])=[O:24])=[CH:18][CH:17]=3)[N:10]=1)[CH2:2]2.CC1(C)C(C)(C)OB([C:35]2[CH:41]=[CH:40][C:38]([NH2:39])=[CH:37][CH:36]=2)O1. No catalyst specified. The product is [NH2:39][C:38]1[CH:40]=[CH:41][C:35]([C:13]2[N:14]=[C:9]([N:3]3[CH2:4][CH:5]4[O:8][CH:1]([CH2:7][CH2:6]4)[CH2:2]3)[N:10]=[C:11]([C:16]3[CH:21]=[CH:20][C:19]([NH:22][C:23]([NH:25][CH3:26])=[O:24])=[CH:18][CH:17]=3)[N:12]=2)=[CH:36][CH:37]=1. The yield is 0.490. (5) The reactants are [F:1][C:2]1[CH:3]=[C:4]([NH2:24])[CH:5]=[CH:6][C:7]=1[O:8][C:9]1[CH:14]=[CH:13][N:12]=[C:11]2[CH:15]=[C:16]([C:18]3[N:19]([CH3:23])[CH:20]=[CH:21][N:22]=3)[S:17][C:10]=12.[CH3:25][N:26]([C:33]1[CH:38]=[CH:37][CH:36]=[CH:35][CH:34]=1)[C:27](=[O:32])[CH2:28][C:29](O)=[O:30].F[P-](F)(F)(F)(F)F.N1(O[P+](N(C)C)(N(C)C)N(C)C)C2C=CC=CC=2N=N1.CCN(C(C)C)C(C)C. The catalyst is CN(C=O)C.CCOC(C)=O.O. The product is [F:1][C:2]1[CH:3]=[C:4]([NH:24][C:29](=[O:30])[CH2:28][C:27]([N:26]([CH3:25])[C:33]2[CH:34]=[CH:35][CH:36]=[CH:37][CH:38]=2)=[O:32])[CH:5]=[CH:6][C:7]=1[O:8][C:9]1[CH:14]=[CH:13][N:12]=[C:11]2[CH:15]=[C:16]([C:18]3[N:19]([CH3:23])[CH:20]=[CH:21][N:22]=3)[S:17][C:10]=12. The yield is 0.300. (6) The reactants are [OH:1][N:2]1[C:6](=[O:7])[C:5]2=[CH:8][CH:9]=[CH:10][CH:11]=[C:4]2[C:3]1=[O:12].[CH3:13][O:14][C:15]1[CH:16]=[C:17]2[C:22](=[CH:23][CH:24]=1)[CH:21]=[C:20]([C@H:25]([CH3:29])[C:26](O)=[O:27])[CH:19]=[CH:18]2.Cl.CN(C)CCCN=C=NCC. The catalyst is CN(C1C=CN=CC=1)C.C(Cl)Cl.CN(C=O)C. The product is [CH3:13][O:14][C:15]1[CH:16]=[C:17]2[C:22](=[CH:23][CH:24]=1)[CH:21]=[C:20]([C@H:25]([CH3:29])[C:26]([O:1][N:2]1[C:3](=[O:12])[C:4]3[CH:11]=[CH:10][CH:9]=[CH:8][C:5]=3[C:6]1=[O:7])=[O:27])[CH:19]=[CH:18]2. The yield is 0.470. (7) The reactants are [Cl:1][C:2]1[CH:3]=[CH:4][C:5]([N:10]2[CH2:15][CH2:14][NH:13][CH2:12][CH2:11]2)=[C:6]([CH:9]=1)[C:7]#[N:8].N1C(C)=CC=CC=1C.[I-].[K+].Br[CH2:27][CH2:28][CH:29]=[C:30]1[C:36]2[CH:37]=[CH:38][CH:39]=[N:40][C:35]=2[CH2:34][O:33][C:32]2[CH:41]=[CH:42][C:43]([C:45]([OH:48])([CH3:47])[CH3:46])=[CH:44][C:31]1=2. The catalyst is C(O)(C)C. The product is [Cl:1][C:2]1[CH:3]=[CH:4][C:5]([N:10]2[CH2:11][CH2:12][N:13]([CH2:27][CH2:28][CH:29]=[C:30]3[C:36]4[CH:37]=[CH:38][CH:39]=[N:40][C:35]=4[CH2:34][O:33][C:32]4[CH:41]=[CH:42][C:43]([C:45]([OH:48])([CH3:47])[CH3:46])=[CH:44][C:31]3=4)[CH2:14][CH2:15]2)=[C:6]([CH:9]=1)[C:7]#[N:8]. The yield is 0.540. (8) The reactants are [Cl:1][C:2]1[CH:10]=[C:9]2[C:5]([CH2:6][NH:7][C:8]2=[O:11])=[CH:4][CH:3]=1.[CH:12]([O:15][C:16]1[CH:24]=[CH:23][C:22]([S:25]([CH3:28])(=[O:27])=[O:26])=[CH:21][C:17]=1[C:18](O)=[O:19])([CH3:14])[CH3:13]. The catalyst is N1C=CC=CC=1.CN(C)C1C=CN=CC=1.ClCCl. The product is [Cl:1][C:2]1[CH:10]=[C:9]2[C:5]([CH2:6][N:7]([C:18](=[O:19])[C:17]3[CH:21]=[C:22]([S:25]([CH3:28])(=[O:26])=[O:27])[CH:23]=[CH:24][C:16]=3[O:15][CH:12]([CH3:13])[CH3:14])[C:8]2=[O:11])=[CH:4][CH:3]=1. The yield is 0.550. (9) The reactants are Cl.Cl.[NH2:3][C:4]1[N:9]=[CH:8][N:7]=[C:6]2[N:10]([CH:16]([C:18]3[C:19]([O:31][CH3:32])=[C:20]([CH:27]4[CH2:30][NH:29][CH2:28]4)[C:21]([CH3:26])=[C:22]([CH:25]=3)[C:23]#[N:24])[CH3:17])[N:11]=[C:12]([CH:13]([F:15])[F:14])[C:5]=12.C(N(CC)CC)C.FC(F)(F)S(O[CH2:46][C:47]([F:50])([F:49])[F:48])(=O)=O. The catalyst is C(Cl)Cl. The product is [NH2:3][C:4]1[N:9]=[CH:8][N:7]=[C:6]2[N:10]([CH:16]([C:18]3[C:19]([O:31][CH3:32])=[C:20]([CH:27]4[CH2:30][N:29]([CH2:46][C:47]([F:50])([F:49])[F:48])[CH2:28]4)[C:21]([CH3:26])=[C:22]([CH:25]=3)[C:23]#[N:24])[CH3:17])[N:11]=[C:12]([CH:13]([F:14])[F:15])[C:5]=12. The yield is 0.200.